Dataset: Reaction yield outcomes from USPTO patents with 853,638 reactions. Task: Predict the reaction yield, written as a fraction of the theoretical maximum amount of product (1.0 means a 100% yield; for example, 0.34 means a 34% yield). The reactants are [NH:1]1[CH2:8][CH2:7][CH2:6][C@@H:2]1[C:3]([OH:5])=[O:4].[C:9](Cl)(=[O:13])[C:10]([CH3:12])=[CH2:11]. The catalyst is [OH-].[Na+].CC(C)=O. The product is [C:9]([N:1]1[CH2:8][CH2:7][CH2:6][C@@H:2]1[C:3]([OH:5])=[O:4])(=[O:13])[C:10]([CH3:12])=[CH2:11]. The yield is 0.680.